Dataset: Full USPTO retrosynthesis dataset with 1.9M reactions from patents (1976-2016). Task: Predict the reactants needed to synthesize the given product. Given the product [Cl:10][C:11]1[CH:16]=[CH:15][CH:14]=[CH:13][C:12]=1[C:17]1[C:21]([C:22]([O:26]/[N:27]=[C:28](\[NH2:37])/[C:29]2[CH:34]=[CH:33][C:32]([O:35][CH3:36])=[CH:31][CH:30]=2)=[O:23])=[C:20]([CH3:25])[O:19][N:18]=1, predict the reactants needed to synthesize it. The reactants are: C(N(CC)C(C)C)(C)C.[Cl:10][C:11]1[CH:16]=[CH:15][CH:14]=[CH:13][C:12]=1[C:17]1[C:21]([C:22](Cl)=[O:23])=[C:20]([CH3:25])[O:19][N:18]=1.[OH:26][NH:27][C:28](=[NH:37])[C:29]1[CH:34]=[CH:33][C:32]([O:35][CH3:36])=[CH:31][CH:30]=1.C(Cl)Cl.